Dataset: Reaction yield outcomes from USPTO patents with 853,638 reactions. Task: Predict the reaction yield, written as a fraction of the theoretical maximum amount of product (1.0 means a 100% yield; for example, 0.34 means a 34% yield). (1) The reactants are [CH3:1][C:2]1[C:7]([CH2:8][OH:9])=[C:6]([C:10]2[CH:15]=[CH:14][C:13]([CH3:16])=[CH:12][CH:11]=2)[N:5]=[C:4]([N:17]2[CH2:22][CH2:21][CH2:20][CH2:19][CH2:18]2)[N:3]=1.[Cr](O[Cr]([O-])(=O)=O)([O-])(=O)=O.[NH+]1C=CC=CC=1.[NH+]1C=CC=CC=1. The catalyst is ClCCl. The product is [CH3:1][C:2]1[C:7]([CH:8]=[O:9])=[C:6]([C:10]2[CH:11]=[CH:12][C:13]([CH3:16])=[CH:14][CH:15]=2)[N:5]=[C:4]([N:17]2[CH2:22][CH2:21][CH2:20][CH2:19][CH2:18]2)[N:3]=1. The yield is 0.610. (2) The reactants are [S:1]1[C:5]2[CH:6]=[CH:7][CH:8]=[CH:9][C:4]=2[N:3]=[C:2]1[NH:10][C:11]1[CH:16]=[CH:15][C:14]([CH2:17][C:18]([O:20]C)=[O:19])=[CH:13][C:12]=1[Cl:22].[OH-].[Na+]. The catalyst is C1COCC1. The product is [S:1]1[C:5]2[CH:6]=[CH:7][CH:8]=[CH:9][C:4]=2[N:3]=[C:2]1[NH:10][C:11]1[CH:16]=[CH:15][C:14]([CH2:17][C:18]([OH:20])=[O:19])=[CH:13][C:12]=1[Cl:22]. The yield is 0.930. (3) The reactants are [Br:1][C:2]1[CH:8]=[C:7]([F:9])[CH:6]=[CH:5][C:3]=1[NH2:4].[N:10]([O-])=O.[Na+].Cl[Sn]Cl.Cl. The catalyst is Cl. The product is [Br:1][C:2]1[CH:8]=[C:7]([F:9])[CH:6]=[CH:5][C:3]=1[NH:4][NH2:10]. The yield is 0.830. (4) The reactants are [Br:1][C:2]1[C:10]2[C:9]([N:11]3[CH:16]4[CH2:17][CH2:18][CH:12]3[CH2:13][CH:14]([NH:19][CH:20]3[CH2:23][CH2:22][CH2:21]3)[CH2:15]4)=[N:8][CH:7]=[N:6][C:5]=2[S:4][CH:3]=1.[CH2:24]=O. The product is [Br:1][C:2]1[C:10]2[C:9]([N:11]3[CH:12]4[CH2:18][CH2:17][CH:16]3[CH2:15][CH:14]([N:19]([CH:20]3[CH2:23][CH2:22][CH2:21]3)[CH3:24])[CH2:13]4)=[N:8][CH:7]=[N:6][C:5]=2[S:4][CH:3]=1. The yield is 0.810. The catalyst is C(O)=O. (5) The reactants are [CH3:1][O:2][C:3]([CH:5]1[CH2:9][C:8](=O)[CH2:7][N:6]1[C:11]([O:13][C:14]([CH3:17])([CH3:16])[CH3:15])=[O:12])=[O:4].[Cl:18][C:19]1[CH:20]=[C:21]([CH:23]=[CH:24][CH:25]=1)[NH2:22].C(O[BH-](OC(=O)C)OC(=O)C)(=O)C.[Na+].C(O)(=O)C. The catalyst is C(Cl)Cl. The product is [CH3:1][O:2][C:3]([C@@H:5]1[CH2:9][C@H:8]([NH:22][C:21]2[CH:23]=[CH:24][CH:25]=[C:19]([Cl:18])[CH:20]=2)[CH2:7][N:6]1[C:11]([O:13][C:14]([CH3:17])([CH3:16])[CH3:15])=[O:12])=[O:4]. The yield is 0.400.